This data is from Full USPTO retrosynthesis dataset with 1.9M reactions from patents (1976-2016). The task is: Predict the reactants needed to synthesize the given product. (1) Given the product [C:14]1([C:20]2([C:23]([C:8]3[CH:9]=[CH:10][CH:11]=[CH:12][C:7]=3[C:5]([O:4][CH2:2][CH3:3])=[O:6])=[O:24])[CH2:21][CH2:22]2)[CH:19]=[CH:18][CH:17]=[CH:16][CH:15]=1, predict the reactants needed to synthesize it. The reactants are: [Br-].[CH2:2]([O:4][C:5]([C:7]1[CH:12]=[CH:11][CH:10]=[CH:9][C:8]=1[Zn+])=[O:6])[CH3:3].[C:14]1([C:20]2([C:23](Cl)=[O:24])[CH2:22][CH2:21]2)[CH:19]=[CH:18][CH:17]=[CH:16][CH:15]=1. (2) Given the product [CH2:1]([C:8]1[N:9]([CH3:14])[N:10]=[C:15]([Sn:17]([CH2:18][CH2:19][CH2:20][CH3:21])([CH2:26][CH2:27][CH2:28][CH3:29])[CH2:22][CH2:23][CH2:24][CH3:25])[CH:12]=1)[C:2]1[CH:7]=[CH:6][CH:5]=[CH:4][CH:3]=1, predict the reactants needed to synthesize it. The reactants are: [CH2:1]([CH:8]1[C:12](=O)O[NH:10][N:9]1[CH3:14])[C:2]1[CH:7]=[CH:6][CH:5]=[CH:4][CH:3]=1.[C:15]([Sn:17]([CH2:26][CH2:27][CH2:28][CH3:29])([CH2:22][CH2:23][CH2:24][CH3:25])[CH2:18][CH2:19][CH2:20][CH3:21])#C. (3) Given the product [Br:7][C:8]1[CH:16]=[CH:15][C:11]([C:12]([NH:17][C:18]2[C:19]3[CH:32]=[C:31]([C:33]([NH:35][N:36]([CH3:43])[C:37]4[CH:42]=[CH:41][CH:40]=[CH:39][CH:38]=4)=[O:34])[S:30][C:20]=3[N:21]([C:23]([O:25][C:26]([CH3:29])([CH3:28])[CH3:27])=[O:24])[N:22]=2)=[O:13])=[CH:10][CH:9]=1, predict the reactants needed to synthesize it. The reactants are: C(=O)([O-])[O-].[K+].[K+].[Br:7][C:8]1[CH:16]=[CH:15][C:11]([C:12](Cl)=[O:13])=[CH:10][CH:9]=1.[NH2:17][C:18]1[C:19]2[CH:32]=[C:31]([C:33]([NH:35][N:36]([CH3:43])[C:37]3[CH:42]=[CH:41][CH:40]=[CH:39][CH:38]=3)=[O:34])[S:30][C:20]=2[N:21]([C:23]([O:25][C:26]([CH3:29])([CH3:28])[CH3:27])=[O:24])[N:22]=1. (4) Given the product [Cl:1][CH2:2][CH2:3][N:4]([CH2:23][CH2:24][Cl:25])[CH2:5][CH2:6][O:7][C:8]1[C:21]2[C:12](=[C:13]([Cl:28])[C:14]3[C:19]([N:20]=2)=[CH:18][CH:17]=[CH:16][CH:15]=3)[CH:11]=[CH:10][CH:9]=1, predict the reactants needed to synthesize it. The reactants are: [Cl:1][CH2:2][CH2:3][N:4]([CH2:23][CH2:24][Cl:25])[CH2:5][CH2:6][O:7][C:8]1[C:21]2[NH:20][C:19]3[C:14](=[CH:15][CH:16]=[CH:17][CH:18]=3)[C:13](=O)[C:12]=2[CH:11]=[CH:10][CH:9]=1.O=S(Cl)[Cl:28]. (5) Given the product [C:1]([O:5][C:6](=[O:37])[N:7]([CH2:12][C:13]1[N:17]([CH3:18])[C:16]([C:19]2[S:27][C:26]3[C:21](=[N:22][CH:23]=[CH:24][C:25]=3[O:28][C:29]3[CH:34]=[CH:33][C:32]([NH:35][C:39]([NH:38][CH:41]([CH3:43])[CH3:42])=[O:40])=[CH:31][C:30]=3[F:36])[CH:20]=2)=[N:15][CH:14]=1)[CH2:8][CH2:9][O:10][CH3:11])([CH3:4])([CH3:2])[CH3:3], predict the reactants needed to synthesize it. The reactants are: [C:1]([O:5][C:6](=[O:37])[N:7]([CH2:12][C:13]1[N:17]([CH3:18])[C:16]([C:19]2[S:27][C:26]3[C:21](=[N:22][CH:23]=[CH:24][C:25]=3[O:28][C:29]3[CH:34]=[CH:33][C:32]([NH2:35])=[CH:31][C:30]=3[F:36])[CH:20]=2)=[N:15][CH:14]=1)[CH2:8][CH2:9][O:10][CH3:11])([CH3:4])([CH3:3])[CH3:2].[N:38]([CH:41]([CH3:43])[CH3:42])=[C:39]=[O:40].CC(=O)OCC.CCCCCC. (6) The reactants are: [CH:1]1([C:4]2[N:8](C(OC(C)(C)C)=O)[C:7]3[CH:16]=[C:17]([C:27]4[C:28]([CH3:33])=[N:29][O:30][C:31]=4[CH3:32])[CH:18]=[C:19]([C:20]([C:22]4[S:23][CH:24]=[CH:25][N:26]=4)=[O:21])[C:6]=3[N:5]=2)[CH2:3][CH2:2]1.[BH4-].[Na+].C(O)(C(F)(F)F)=O. Given the product [CH:1]1([C:4]2[NH:8][C:7]3[CH:16]=[C:17]([C:27]4[C:28]([CH3:33])=[N:29][O:30][C:31]=4[CH3:32])[CH:18]=[C:19]([CH:20]([C:22]4[S:23][CH:24]=[CH:25][N:26]=4)[OH:21])[C:6]=3[N:5]=2)[CH2:2][CH2:3]1, predict the reactants needed to synthesize it. (7) Given the product [Cl:11][C:9]1[N:8]=[N:7][C:6]([NH2:12])=[C:5]([S:2][CH3:1])[CH:10]=1, predict the reactants needed to synthesize it. The reactants are: [CH3:1][S-:2].[Na+].Br[C:5]1[CH:10]=[C:9]([Cl:11])[N:8]=[N:7][C:6]=1[NH2:12]. (8) Given the product [CH3:25][O:26][C:27]1[CH:33]=[C:32]([C:2]2[N:3]=[C:4]([C@H:12]3[CH2:17][CH2:16][C@H:15]([N:18]4[CH2:23][CH2:22][N:21]([CH3:24])[CH2:20][CH2:19]4)[CH2:14][CH2:13]3)[N:5]3[CH:10]=[CH:9][N:8]=[C:7]([CH3:11])[C:6]=23)[CH:31]=[CH:30][C:28]=1[NH2:29], predict the reactants needed to synthesize it. The reactants are: Br[C:2]1[N:3]=[C:4]([C@H:12]2[CH2:17][CH2:16][C@H:15]([N:18]3[CH2:23][CH2:22][N:21]([CH3:24])[CH2:20][CH2:19]3)[CH2:14][CH2:13]2)[N:5]2[CH:10]=[CH:9][N:8]=[C:7]([CH3:11])[C:6]=12.[CH3:25][O:26][C:27]1[CH:33]=[C:32](B2OC(C)(C)C(C)(C)O2)[CH:31]=[CH:30][C:28]=1[NH2:29].C(=O)([O-])[O-].[K+].[K+].ClCCl. (9) Given the product [C:10]([O:14][C:15](=[O:16])[NH:9][C:6]1[S:7][CH:8]=[C:4]([CH2:3][O:2][CH3:1])[N:5]=1)([CH3:13])([CH3:12])[CH3:11], predict the reactants needed to synthesize it. The reactants are: [CH3:1][O:2][CH2:3][C:4]1[N:5]=[C:6]([NH2:9])[S:7][CH:8]=1.[C:10]([O:14][C:15](O[C:15]([O:14][C:10]([CH3:13])([CH3:12])[CH3:11])=[O:16])=[O:16])([CH3:13])([CH3:12])[CH3:11].